From a dataset of hERG potassium channel inhibition data for cardiac toxicity prediction from Karim et al.. Regression/Classification. Given a drug SMILES string, predict its toxicity properties. Task type varies by dataset: regression for continuous values (e.g., LD50, hERG inhibition percentage) or binary classification for toxic/non-toxic outcomes (e.g., AMES mutagenicity, cardiotoxicity, hepatotoxicity). Dataset: herg_karim. (1) The drug is FC(F)(F)c1cc(COC2CCC3CCC2(c2ccccc2)N3)cc(C(F)(F)F)c1. The result is 1 (blocker). (2) The molecule is CC(=O)CN1CCN(c2cc3[nH]c(SC(C)(C)C)nc3cc2Cl)[C@H](C)C1. The result is 0 (non-blocker). (3) The compound is COC1COCCC1N[C@@H]1C[C@H]2CCC[C@@]2(C(=O)N2CCc3ncccc3C2)C1. The result is 0 (non-blocker). (4) The compound is COc1ccc([C@@H]2Sc3ccccc3N(CC[NH+](C)C)C(=O)[C@@H]2OC(C)=O)cc1. The result is 0 (non-blocker). (5) The molecule is N#Cc1ccc(S(=O)(=O)NCCN2CC3CN(CCCOc4cc(F)ccc4F)CC(C2)O3)cc1. The result is 0 (non-blocker). (6) The compound is CCN1C[C@@H](N(Cc2cc(F)ccc2Cl)c2ccc(C#N)c(Cl)c2)CC1=O. The result is 1 (blocker). (7) The compound is O=C(c1nnc(-c2ccccc2)o1)N1CCC(Oc2ccc(CN3CCCC3)cc2)CC1. The result is 0 (non-blocker). (8) The compound is O=S(=O)(c1ccccc1)c1ccc(C=Cc2ccc(F)cc2)nc1. The result is 1 (blocker). (9) The result is 0 (non-blocker). The molecule is CNC(=O)N1C[C@@H]2C[C@@H](NC3CCOCC3OC)C[C@]2(C(=O)N2CCc3ncc(C(F)(F)F)cc3C2)C1. (10) The compound is Cc1ccc(-c2nnc(SCCCN3CCc4ccc5oc(C(F)(F)F)nc5c4CC3)n2C)cn1. The result is 1 (blocker).